Task: Predict the product of the given reaction.. Dataset: Forward reaction prediction with 1.9M reactions from USPTO patents (1976-2016) (1) Given the reactants C(I)C.[F:4][C:5]1([F:59])[CH2:10][CH2:9][CH:8]([C:11]2[C:20]3[CH:19]([OH:21])[CH2:18][C:17]([CH3:23])([CH3:22])[CH2:16][C:15]=3[N:14]=[C:13]([CH:24]3[CH2:29][CH2:28][N:27]([C:30]4[N:35]=[CH:34][C:33]([O:36]C[C@@H](OC5CCCCO5)C)=[CH:32][N:31]=4)[CH2:26][CH2:25]3)[C:12]=2[CH:47]([F:58])[C:48]2[CH:53]=[CH:52][C:51]([C:54]([F:57])([F:56])[F:55])=[CH:50][CH:49]=2)[CH2:7][CH2:6]1, predict the reaction product. The product is: [F:59][C:5]1([F:4])[CH2:6][CH2:7][CH:8]([C:11]2[C:20]3[CH:19]([OH:21])[CH2:18][C:17]([CH3:22])([CH3:23])[CH2:16][C:15]=3[N:14]=[C:13]([CH:24]3[CH2:25][CH2:26][N:27]([C:30]4[N:35]=[CH:34][C:33]([OH:36])=[CH:32][N:31]=4)[CH2:28][CH2:29]3)[C:12]=2[CH:47]([F:58])[C:48]2[CH:49]=[CH:50][C:51]([C:54]([F:55])([F:57])[F:56])=[CH:52][CH:53]=2)[CH2:9][CH2:10]1. (2) Given the reactants [Br:1][C:2]1[C:3]([N:8]2[CH2:12][CH:11]([CH2:13][OH:14])[CH2:10][C:9]2=[O:15])=[N:4][N:5]([CH3:7])[CH:6]=1.N1C=CN=C1.[C:21]([Si:25]([CH3:28])([CH3:27])Cl)([CH3:24])([CH3:23])[CH3:22], predict the reaction product. The product is: [Br:1][C:2]1[C:3]([N:8]2[CH2:12][CH:11]([CH2:13][O:14][Si:25]([C:21]([CH3:24])([CH3:23])[CH3:22])([CH3:28])[CH3:27])[CH2:10][C:9]2=[O:15])=[N:4][N:5]([CH3:7])[CH:6]=1. (3) Given the reactants [Cl:1][C:2]1[CH:3]=[C:4]([C:12]2[O:16][N:15]=[C:14]([C:17]3[C:27]4[O:26][CH2:25][CH2:24][N:23](C(OC(C)(C)C)=O)[CH2:22][C:21]=4[CH:20]=[CH:19][CH:18]=3)[N:13]=2)[CH:5]=[CH:6][C:7]=1[O:8][CH:9]([CH3:11])[CH3:10].Cl, predict the reaction product. The product is: [ClH:1].[Cl:1][C:2]1[CH:3]=[C:4]([C:12]2[O:16][N:15]=[C:14]([C:17]3[C:27]4[O:26][CH2:25][CH2:24][NH:23][CH2:22][C:21]=4[CH:20]=[CH:19][CH:18]=3)[N:13]=2)[CH:5]=[CH:6][C:7]=1[O:8][CH:9]([CH3:11])[CH3:10].